Dataset: Peptide-MHC class I binding affinity with 185,985 pairs from IEDB/IMGT. Task: Regression. Given a peptide amino acid sequence and an MHC pseudo amino acid sequence, predict their binding affinity value. This is MHC class I binding data. The peptide sequence is SMWALVISV. The MHC is HLA-A02:02 with pseudo-sequence HLA-A02:02. The binding affinity (normalized) is 0.833.